Dataset: Catalyst prediction with 721,799 reactions and 888 catalyst types from USPTO. Task: Predict which catalyst facilitates the given reaction. (1) Reactant: C(O[C:4]([C:6]1[C:11](=[O:12])[N:10]([CH2:13][C:14]2[CH:19]=[CH:18][CH:17]=[CH:16][CH:15]=2)[N:9]2[CH:20]=[CH:21][CH:22]=[C:8]2[C:7]=1[OH:23])=[O:5])C.[NH2:24][CH2:25][C:26]([O-:28])=[O:27].[Na+]. Product: [CH2:13]([N:10]1[C:11](=[O:12])[C:6]([C:4]([NH:24][CH2:25][C:26]([OH:28])=[O:27])=[O:5])=[C:7]([OH:23])[C:8]2=[CH:22][CH:21]=[CH:20][N:9]12)[C:14]1[CH:19]=[CH:18][CH:17]=[CH:16][CH:15]=1. The catalyst class is: 141. (2) Reactant: C[O:2][C:3](=O)[C:4]1[CH:9]=[CH:8][C:7]([CH2:10][O:11][C:12]2[CH:13]=[N:14][CH:15]=[CH:16][CH:17]=2)=[CH:6][C:5]=1[C:18]1[CH:23]=[CH:22][CH:21]=[CH:20][C:19]=1[CH3:24].Cl.[CH3:27][O:28][C:29](=[O:36])[C@H:30]([CH2:32][CH2:33][S:34][CH3:35])[NH2:31]. Product: [CH3:27][O:28][C:29](=[O:36])[C@H:30]([CH2:32][CH2:33][S:34][CH3:35])[NH:31][C:3](=[O:2])[C:4]1[CH:9]=[CH:8][C:7]([CH2:10][O:11][C:12]2[CH:13]=[N:14][CH:15]=[CH:16][CH:17]=2)=[CH:6][C:5]=1[C:18]1[CH:23]=[CH:22][CH:21]=[CH:20][C:19]=1[CH3:24]. The catalyst class is: 6. (3) Reactant: [F:1][C:2]1[CH:3]=[C:4]([C:9]2[O:13][N:12]=[CH:11][C:10]=2[C:14](OCC)=[O:15])[CH:5]=[CH:6][C:7]=1[F:8].[H-].C([Al+]CC(C)C)C(C)C.Cl. Product: [F:1][C:2]1[CH:3]=[C:4]([C:9]2[O:13][N:12]=[CH:11][C:10]=2[CH2:14][OH:15])[CH:5]=[CH:6][C:7]=1[F:8]. The catalyst class is: 7. (4) Reactant: S(Cl)(Cl)=O.[CH2:5]1C2NC3C(=CC=C(C(O)=O)C=3)C=2CCC1.[CH2:21]1[C:33]2[NH:32][C:31]3[CH:30]=[CH:29][CH:28]=[C:27]([C:34]([OH:36])=[O:35])[C:26]=3[C:25]=2[CH2:24][CH2:23][CH2:22]1. Product: [CH2:21]1[C:33]2[NH:32][C:31]3[CH:30]=[CH:29][CH:28]=[C:27]([C:34]([O:36][CH3:5])=[O:35])[C:26]=3[C:25]=2[CH2:24][CH2:23][CH2:22]1. The catalyst class is: 5. (5) Reactant: Cl[CH2:2][CH2:3][CH2:4][N:5]1[CH2:9][CH:8]2[CH2:10][CH2:11][CH2:12][CH:7]2[CH2:6]1.C([O-])([O-])=O.[K+].[K+].[Cl:19][C:20]1[CH:21]=[C:22]([NH:27][C:28]2[C:37]3[C:32](=[CH:33][C:34]([O:39][CH3:40])=[C:35]([OH:38])[CH:36]=3)[N:31]=[CH:30][N:29]=2)[CH:23]=[CH:24][C:25]=1[F:26].C(Cl)Cl. Product: [Cl:19][C:20]1[CH:21]=[C:22]([NH:27][C:28]2[C:37]3[C:32](=[CH:33][C:34]([O:39][CH3:40])=[C:35]([O:38][CH2:2][CH2:3][CH2:4][N:5]4[CH2:9][CH:8]5[CH2:10][CH2:11][CH2:12][CH:7]5[CH2:6]4)[CH:36]=3)[N:31]=[CH:30][N:29]=2)[CH:23]=[CH:24][C:25]=1[F:26]. The catalyst class is: 589. (6) Reactant: [NH2:1][C:2]1[CH:3]=[CH:4][C:5]([O:18][CH3:19])=[C:6]([NH:8][C:9](=[O:17])[CH2:10][N:11]2[CH2:16][CH2:15][O:14][CH2:13][CH2:12]2)[CH:7]=1.[Br:20][C:21]1[CH:29]=[CH:28][C:24]([C:25](O)=[O:26])=[CH:23][CH:22]=1.C(N(C(C)C)CC)(C)C.O. Product: [Br:20][C:21]1[CH:29]=[CH:28][C:24]([C:25]([NH:1][C:2]2[CH:3]=[CH:4][C:5]([O:18][CH3:19])=[C:6]([NH:8][C:9](=[O:17])[CH2:10][N:11]3[CH2:16][CH2:15][O:14][CH2:13][CH2:12]3)[CH:7]=2)=[O:26])=[CH:23][CH:22]=1. The catalyst class is: 3. (7) Reactant: [CH2:1]([C:3]1[CH:8]=[CH:7][C:6]([C:9]2[CH:10]=[CH:11][C:12]([CH:21]=O)=[N:13][C:14]=2[C:15]2[CH:20]=[CH:19][CH:18]=[CH:17][CH:16]=2)=[CH:5][CH:4]=1)[CH3:2].[NH2:23][CH2:24][CH2:25][CH2:26][CH2:27][P:28](=[O:31])([OH:30])[OH:29].[BH3-]C#N.[Na+]. Product: [CH2:1]([C:3]1[CH:8]=[CH:7][C:6]([C:9]2[CH:10]=[CH:11][C:12]([CH2:21][NH:23][CH2:24][CH2:25][CH2:26][CH2:27][P:28](=[O:29])([OH:31])[OH:30])=[N:13][C:14]=2[C:15]2[CH:20]=[CH:19][CH:18]=[CH:17][CH:16]=2)=[CH:5][CH:4]=1)[CH3:2]. The catalyst class is: 5. (8) Reactant: Br[C:2]1[C:3]([C:26]([F:29])([F:28])[F:27])=[N:4][N:5]([C:7]([C:20]2[CH:25]=[CH:24][CH:23]=[CH:22][CH:21]=2)([C:14]2[CH:19]=[CH:18][CH:17]=[CH:16][CH:15]=2)[C:8]2[CH:13]=[CH:12][CH:11]=[CH:10][CH:9]=2)[CH:6]=1.[CH3:30][C:31]1([CH3:47])[C:35]([CH3:37])([CH3:36])[O:34][B:33]([B:33]2[O:34][C:35]([CH3:37])([CH3:36])[C:31]([CH3:47])([CH3:30])[O:32]2)[O:32]1.C([O-])(=O)C.[K+]. Product: [CH3:30][C:31]1([CH3:47])[C:35]([CH3:37])([CH3:36])[O:34][B:33]([C:2]2[C:3]([C:26]([F:29])([F:28])[F:27])=[N:4][N:5]([C:7]([C:20]3[CH:25]=[CH:24][CH:23]=[CH:22][CH:21]=3)([C:14]3[CH:19]=[CH:18][CH:17]=[CH:16][CH:15]=3)[C:8]3[CH:13]=[CH:12][CH:11]=[CH:10][CH:9]=3)[CH:6]=2)[O:32]1. The catalyst class is: 9. (9) Reactant: O=[C:2]([C@@:6](CCC1C=CC=CC=1)([O:18][C:19](=[O:29])[CH2:20][CH2:21][CH2:22][CH2:23][CH2:24][CH2:25][CH2:26][CH2:27][CH3:28])[CH2:7][CH2:8][CH2:9][CH2:10][CH2:11][CH2:12][CH2:13][CH2:14][CH2:15][CH2:16][CH3:17])[C:3]([O-:5])=[O:4]. Product: [C:19]([O:18][C@H:6]([CH2:7][CH2:8][CH2:9][CH2:10][CH2:11][CH2:12][CH2:13][CH2:14][CH2:15][CH2:16][CH3:17])[CH2:2][C:3]([OH:5])=[O:4])(=[O:29])[CH2:20][CH2:21][CH2:22][CH2:23][CH2:24][CH2:25][CH2:26][CH2:27][CH3:28]. The catalyst class is: 183. (10) Reactant: [CH:1]1([N:7]2[CH2:12][CH2:11][N:10]([C:13]3[CH:18]=[CH:17][C:16]([C:19]4[S:23][C:22]([C:24]5[CH:32]=[CH:31][C:27]([C:28]([OH:30])=O)=[CH:26][CH:25]=5)=[N:21][N:20]=4)=[CH:15][CH:14]=3)[CH2:9][CH2:8]2)[CH2:6][CH2:5][CH2:4][CH2:3][CH2:2]1.Cl.[CH3:34][NH:35][O:36][CH3:37].ON1C2C=CC=CC=2N=N1.Cl.C(N=C=NCCCN(C)C)C.C(N(C(C)C)CC)(C)C. Product: [CH:1]1([N:7]2[CH2:8][CH2:9][N:10]([C:13]3[CH:14]=[CH:15][C:16]([C:19]4[S:23][C:22]([C:24]5[CH:32]=[CH:31][C:27]([C:28]([N:35]([O:36][CH3:37])[CH3:34])=[O:30])=[CH:26][CH:25]=5)=[N:21][N:20]=4)=[CH:17][CH:18]=3)[CH2:11][CH2:12]2)[CH2:6][CH2:5][CH2:4][CH2:3][CH2:2]1. The catalyst class is: 35.